Dataset: Full USPTO retrosynthesis dataset with 1.9M reactions from patents (1976-2016). Task: Predict the reactants needed to synthesize the given product. (1) Given the product [F:1][C:2]1[CH:7]=[C:6]([I:8])[CH:5]=[CH:4][C:3]=1[NH:9][C:10]1[CH:18]=[N:17][CH:16]=[CH:15][C:11]=1[C:12]([NH2:23])=[O:13], predict the reactants needed to synthesize it. The reactants are: [F:1][C:2]1[CH:7]=[C:6]([I:8])[CH:5]=[CH:4][C:3]=1[NH:9][C:10]1[CH:18]=[N:17][CH:16]=[CH:15][C:11]=1[C:12](O)=[O:13].C([O-])(=O)C.[NH4+:23]. (2) Given the product [CH:1]1([N:4]2[C:12]3[C:7](=[CH:8][CH:9]=[C:10]([OH:13])[CH:11]=3)[C:6]([C:14]#[N:15])=[C:5]2[C:48]2[CH:49]=[CH:50][C:45]([NH:44][CH:26]([CH3:27])[CH3:28])=[CH:46][CH:47]=2)[CH2:3][CH2:2]1, predict the reactants needed to synthesize it. The reactants are: [CH:1]1([N:4]2[C:12]3[C:7](=[CH:8][CH:9]=[C:10]([OH:13])[CH:11]=3)[C:6]([C:14]#[N:15])=[CH:5]2)[CH2:3][CH2:2]1.C(OB(O[CH:26]([CH3:28])[CH3:27])OC(C)C)(C)C.[Li+].CC([N-]C(C)C)C.C1([C@H](OC(=O)[NH:44][C:45]2[CH:50]=[CH:49][C:48](I)=[CH:47][CH:46]=2)C)CC1.C([O-])([O-])=O.[K+].[K+]. (3) Given the product [O:14]1[CH2:15][CH2:16][N:11]([C:9]2[N:10]=[C:4]3[CH:3]=[C:2]([NH:18][C:17](=[O:24])[O:19][C:20]([CH3:23])([CH3:22])[CH3:21])[CH:7]=[CH:6][N:5]3[N:8]=2)[CH2:12][CH2:13]1, predict the reactants needed to synthesize it. The reactants are: Br[C:2]1[CH:7]=[CH:6][N:5]2[N:8]=[C:9]([N:11]3[CH2:16][CH2:15][O:14][CH2:13][CH2:12]3)[N:10]=[C:4]2[CH:3]=1.[C:17](=[O:24])([O:19][C:20]([CH3:23])([CH3:22])[CH3:21])[NH2:18].C(=O)([O-])[O-].[Cs+].[Cs+]. (4) Given the product [CH3:18][C:16]([C:10]1[CH:15]=[CH:14][CH:13]=[CH:12][CH:11]=1)=[CH2:17], predict the reactants needed to synthesize it. The reactants are: C1(O)C=CC=CC=1.[O-]O.[C:10]1([CH:16]([CH3:18])[CH3:17])[CH:15]=[CH:14][CH:13]=[CH:12][CH:11]=1.[CH3:17][C:16]([CH3:18])([C:10]1[CH:15]=[CH:14][CH:13]=[CH:12][CH:11]=1)O. (5) Given the product [OH:34][CH2:33][C:32]1[C:31]([N:35]2[CH2:47][CH2:46][C:45]3[N:44]4[C:39]([CH2:40][CH2:41][CH2:42][CH2:43]4)=[CH:38][C:37]=3[C:36]2=[O:48])=[N:30][CH:29]=[CH:28][C:27]=1[C:4]1[CH:5]=[C:6]([NH:9][C:10]2[CH:15]=[CH:14][C:13]([N:16]3[CH2:21][CH2:20][N:19]([CH:22]4[CH2:25][O:24][CH2:23]4)[CH2:18][C@@H:17]3[CH3:26])=[CH:12][N:11]=2)[C:7](=[O:8])[N:2]([CH3:1])[CH:3]=1, predict the reactants needed to synthesize it. The reactants are: [CH3:1][N:2]1[C:7](=[O:8])[C:6]([NH:9][C:10]2[CH:15]=[CH:14][C:13]([N:16]3[CH2:21][CH2:20][N:19]([CH:22]4[CH2:25][O:24][CH2:23]4)[CH2:18][C@@H:17]3[CH3:26])=[CH:12][N:11]=2)=[CH:5][C:4]([C:27]2[C:32]([CH:33]=[O:34])=[C:31]([N:35]3[CH2:47][CH2:46][C:45]4[N:44]5[C:39]([CH2:40][CH2:41][CH2:42][CH2:43]5)=[CH:38][C:37]=4[C:36]3=[O:48])[N:30]=[CH:29][CH:28]=2)=[CH:3]1.[BH4-].[Na+]. (6) Given the product [CH3:13][N:10]1[CH2:11][CH2:12][N:7]([CH:4]2[CH2:5][CH2:6][NH:1][CH2:2][CH2:3]2)[C:8](=[O:14])[CH2:9]1, predict the reactants needed to synthesize it. The reactants are: [N:1]1[CH:6]=[CH:5][C:4]([N:7]2[CH2:12][CH2:11][N:10]([CH3:13])[CH2:9][C:8]2=[O:14])=[CH:3][CH:2]=1.